The task is: Regression. Given a peptide amino acid sequence and an MHC pseudo amino acid sequence, predict their binding affinity value. This is MHC class I binding data.. This data is from Peptide-MHC class I binding affinity with 185,985 pairs from IEDB/IMGT. (1) The peptide sequence is IRSCWRYRK. The MHC is HLA-B35:01 with pseudo-sequence HLA-B35:01. The binding affinity (normalized) is 0.0847. (2) The peptide sequence is IHYLFRCV. The binding affinity (normalized) is 0.940. The MHC is H-2-Kb with pseudo-sequence H-2-Kb. (3) The peptide sequence is SMYPSCCCTK. The MHC is HLA-A02:03 with pseudo-sequence HLA-A02:03. The binding affinity (normalized) is 0.119. (4) The peptide sequence is AYISSEATTNV. The MHC is Patr-A0901 with pseudo-sequence Patr-A0901. The binding affinity (normalized) is 0.803.